This data is from Forward reaction prediction with 1.9M reactions from USPTO patents (1976-2016). The task is: Predict the product of the given reaction. (1) Given the reactants CN(C=O)C.P(Cl)(Cl)(Cl)=O.[CH:11]([N:14]1[C:19](=[O:20])[CH:18]=[CH:17][C:16]([C:21]2[C:22]([C:30]3[CH:35]=[CH:34][CH:33]=[CH:32][CH:31]=3)=[N:23][CH:24]=[C:25]([CH:29]=2)[C:26]([NH2:28])=O)=[N:15]1)([CH3:13])[CH3:12].O, predict the reaction product. The product is: [CH:11]([N:14]1[C:19](=[O:20])[CH:18]=[CH:17][C:16]([C:21]2[C:22]([C:30]3[CH:31]=[CH:32][CH:33]=[CH:34][CH:35]=3)=[N:23][CH:24]=[C:25]([CH:29]=2)[C:26]#[N:28])=[N:15]1)([CH3:13])[CH3:12]. (2) The product is: [Cl:1][C:2]1[CH:30]=[CH:29][C:5]2[N:6]=[C:7]([N:9]3[CH2:14][CH2:13][CH:12]([CH2:15][CH2:16][O:17][C:18]4[CH:19]=[C:20]([CH:26]=[CH:27][CH:28]=4)[C:21]([OH:23])=[O:22])[CH2:11][CH2:10]3)[S:8][C:4]=2[CH:3]=1. Given the reactants [Cl:1][C:2]1[CH:30]=[CH:29][C:5]2[N:6]=[C:7]([N:9]3[CH2:14][CH2:13][CH:12]([CH2:15][CH2:16][O:17][C:18]4[CH:19]=[C:20]([CH:26]=[CH:27][CH:28]=4)[C:21]([O:23]CC)=[O:22])[CH2:11][CH2:10]3)[S:8][C:4]=2[CH:3]=1.[OH-].[Na+].CO.Cl, predict the reaction product. (3) Given the reactants [O:1]=[C:2]1[CH2:7][O:6][C:5]2[CH:8]=[CH:9][C:10]([CH:12]=O)=[N:11][C:4]=2[NH:3]1.[CH3:14][O:15][C:16]1[CH:25]=[C:24]2[C:19]([N:20]=[CH:21][C:22]([S:26][CH2:27][CH2:28][N:29]3[CH2:34][CH2:33][CH:32]([NH2:35])[CH2:31][CH2:30]3)=[N:23]2)=[CH:18][CH:17]=1, predict the reaction product. The product is: [CH3:14][O:15][C:16]1[CH:25]=[C:24]2[C:19]([N:20]=[CH:21][C:22]([S:26][CH2:27][CH2:28][N:29]3[CH2:30][CH2:31][CH:32]([NH:35][CH2:12][C:10]4[CH:9]=[CH:8][C:5]5[O:6][CH2:7][C:2](=[O:1])[NH:3][C:4]=5[N:11]=4)[CH2:33][CH2:34]3)=[N:23]2)=[CH:18][CH:17]=1. (4) Given the reactants [CH3:1][O:2][C:3](=[O:62])[NH:4][CH:5]([C:9]([N:11]1[CH2:15][C:14](=[CH2:16])[CH2:13][CH:12]1[C:17]1[NH:18][C:19]([C:22]2[CH:31]=[CH:30][C:29]3[C:24](=[CH:25][CH:26]=[C:27]([C:32]4[CH:37]=[CH:36][C:35]([C:38]5[NH:39][C:40]([CH:43]6[CH2:47][CH2:46][CH2:45][N:44]6[C:48](=[O:61])[CH:49]([NH:56][C:57]([O:59][CH3:60])=[O:58])[C:50]6[CH:55]=[CH:54][CH:53]=[CH:52][CH:51]=6)=[N:41][CH:42]=5)=[CH:34][CH:33]=4)[CH:28]=3)[CH:23]=2)=[CH:20][N:21]=1)=[O:10])[CH:6]([CH3:8])[CH3:7].[CH3:63][O:64]C(NC(C1C=CC=CC=1OC)C(O)=O)=O, predict the reaction product. The product is: [CH3:1][O:2][C:3](=[O:62])[NH:4][CH:5]([C:9]([N:11]1[CH2:15][C:14](=[CH2:16])[CH2:13][CH:12]1[C:17]1[NH:18][C:19]([C:22]2[CH:31]=[CH:30][C:29]3[C:24](=[CH:25][CH:26]=[C:27]([C:32]4[CH:33]=[CH:34][C:35]([C:38]5[NH:39][C:40]([CH:43]6[CH2:47][CH2:46][CH2:45][N:44]6[C:48](=[O:61])[CH:49]([NH:56][C:57]([O:59][CH3:60])=[O:58])[C:50]6[CH:51]=[CH:52][CH:53]=[CH:54][C:55]=6[O:64][CH3:63])=[N:41][CH:42]=5)=[CH:36][CH:37]=4)[CH:28]=3)[CH:23]=2)=[CH:20][N:21]=1)=[O:10])[CH:6]([CH3:7])[CH3:8]. (5) Given the reactants [OH:1][C:2]1([CH2:8][N:9]2[C:13]([CH3:14])=[CH:12][CH:11]=[C:10]2[C:15]2[CH:20]=[CH:19][CH:18]=[CH:17][CH:16]=2)[CH2:7][CH2:6][NH:5][CH2:4][CH2:3]1.[O:21]=[C:22]1[C:27]([CH:28]=O)=[CH:26][CH:25]=[CH:24][NH:23]1.C(O[BH-](OC(=O)C)OC(=O)C)(=O)C.[Na+].C(=O)(O)[O-].[Na+], predict the reaction product. The product is: [OH:1][C:2]1([CH2:8][N:9]2[C:10]([C:15]3[CH:20]=[CH:19][CH:18]=[CH:17][CH:16]=3)=[CH:11][CH:12]=[C:13]2[CH3:14])[CH2:7][CH2:6][N:5]([CH2:28][C:27]2[C:22](=[O:21])[NH:23][CH:24]=[CH:25][CH:26]=2)[CH2:4][CH2:3]1. (6) The product is: [CH2:15]([S:14][C:10]([O:11][CH2:12][O:5][C:4](=[O:6])[CH2:3][C:2]([CH3:8])([CH3:7])[CH3:1])=[O:17])[CH3:16]. Given the reactants [CH3:1][C:2]([CH3:8])([CH3:7])[CH2:3][C:4]([OH:6])=[O:5].O.[C:10](=[O:17])([S:14][CH2:15][CH3:16])[O:11][CH2:12]I, predict the reaction product. (7) Given the reactants [CH:1]([N:4]1[CH2:9][CH2:8][CH:7]([O:10][C:11]2[CH:12]=[C:13]3[C:17](=[CH:18][CH:19]=2)[NH:16][C:15]([C:20]([N:22]2[CH2:27][CH2:26][O:25][CH2:24][CH2:23]2)=[O:21])=[CH:14]3)[CH2:6][CH2:5]1)([CH3:3])[CH3:2].[Cl:28][C:29]1[CH:34]=[CH:33][C:32](B(O)O)=[CH:31][CH:30]=1, predict the reaction product. The product is: [Cl:28][C:29]1[CH:34]=[CH:33][C:32]([N:16]2[C:17]3[C:13](=[CH:12][C:11]([O:10][CH:7]4[CH2:6][CH2:5][N:4]([CH:1]([CH3:3])[CH3:2])[CH2:9][CH2:8]4)=[CH:19][CH:18]=3)[CH:14]=[C:15]2[C:20]([N:22]2[CH2:27][CH2:26][O:25][CH2:24][CH2:23]2)=[O:21])=[CH:31][CH:30]=1.